From a dataset of Reaction yield outcomes from USPTO patents with 853,638 reactions. Predict the reaction yield, written as a fraction of the theoretical maximum amount of product (1.0 means a 100% yield; for example, 0.34 means a 34% yield). (1) The reactants are [F:1][CH:2]([F:5])[CH2:3]Cl.[CH2:6]([NH2:13])[C:7]1[CH:12]=[CH:11][CH:10]=[CH:9][CH:8]=1. The catalyst is O. The product is [CH2:6]([NH:13][CH2:3][CH:2]([F:5])[F:1])[C:7]1[CH:12]=[CH:11][CH:10]=[CH:9][CH:8]=1. The yield is 0.956. (2) The reactants are Cl[C:2]1[C:11]2[C:6](=[CH:7][C:8]([O:12][CH2:13][CH2:14][CH:15]3[CH2:20][CH2:19][CH2:18][CH2:17][NH:16]3)=[CH:9][CH:10]=2)[N:5]=[CH:4][N:3]=1.[NH:21]1[CH2:26][CH2:25][NH:24][CH2:23][CH2:22]1. The catalyst is C(O)(C)C. The product is [N:21]1([C:2]2[C:11]3[C:6](=[CH:7][C:8]([O:12][CH2:13][CH2:14][CH:15]4[CH2:20][CH2:19][CH2:18][CH2:17][NH:16]4)=[CH:9][CH:10]=3)[N:5]=[CH:4][N:3]=2)[CH2:26][CH2:25][NH:24][CH2:23][CH2:22]1. The yield is 0.870. (3) The reactants are [Br:1][C:2]1[CH:7]=[CH:6][C:5]([CH2:8][C:9]([OH:11])=[O:10])=[CH:4][C:3]=1[F:12].[CH3:13]O.S(Cl)(Cl)=O. No catalyst specified. The product is [Br:1][C:2]1[CH:7]=[CH:6][C:5]([CH2:8][C:9]([O:11][CH3:13])=[O:10])=[CH:4][C:3]=1[F:12]. The yield is 0.830. (4) The reactants are C([O:5][C:6]([N:8]1[CH2:12][CH2:11][CH2:10][CH:9]1[C:13]1[NH:14][C:15]([C:18]2[CH:27]=[CH:26][C:25]3[C:20](=[CH:21][CH:22]=[C:23]([C:28]4[CH:33]=[CH:32][C:31]([C:34]5[NH:35][C:36]([CH:39]6[CH2:43][CH2:42][CH2:41][N:40]6C(OC(C)(C)C)=O)=[N:37][CH:38]=5)=[CH:30][CH:29]=4)[CH:24]=3)[CH:19]=2)=[CH:16][N:17]=1)=O)(C)(C)C.Cl.[OH-].[Na+].[CH3:54][O:55][C:56]([NH:58][C@H:59]([C:63]1[CH:68]=[CH:67][CH:66]=[CH:65][CH:64]=1)[C:60]([OH:62])=O)=[O:57].CCOP(O[N:78]1N=N[C:82]2[CH:83]=[CH:84][CH:85]=[CH:86][C:81]=2[C:79]1=O)(OCC)=O.[C:89]([O-:92])(O)=[O:90].[Na+].[CH3:94]O. The catalyst is CN(C=O)C. The product is [CH3:54][O:55][C:56](=[O:57])[NH:58][CH:59]([C:63]1[CH:68]=[CH:67][CH:66]=[CH:65][CH:64]=1)[C:60]([N:40]1[CH2:41][CH2:42][CH2:43][CH:39]1[C:36]1[NH:35][C:34]([C:31]2[CH:32]=[CH:33][C:28]([C:23]3[CH:22]=[CH:21][C:20]4[C:25](=[CH:26][CH:27]=[C:18]([C:15]5[NH:14][C:13]([CH:9]6[CH2:10][CH2:11][CH2:12][N:8]6[C:6](=[O:5])[CH:79]([NH:78][C:89]([O:92][CH3:94])=[O:90])[C:81]6[CH:82]=[CH:83][CH:84]=[CH:85][CH:86]=6)=[N:17][CH:16]=5)[CH:19]=4)[CH:24]=3)=[CH:29][CH:30]=2)=[CH:38][N:37]=1)=[O:62]. The yield is 0.490. (5) The reactants are [Cl:1][C:2]1[C:7]([C:8]([OH:10])=[O:9])=[C:6]([F:11])[C:5]([OH:12])=[CH:4][CH:3]=1.[H-].[Na+].Br[CH2:16][C:17]1[CH:22]=[CH:21][CH:20]=[CH:19][C:18]=1[F:23]. The catalyst is CN(C=O)C. The product is [Cl:1][C:2]1[C:7]([C:8]([OH:10])=[O:9])=[C:6]([F:11])[C:5]([O:12][CH2:16][C:17]2[CH:22]=[CH:21][CH:20]=[CH:19][C:18]=2[F:23])=[CH:4][CH:3]=1. The yield is 0.278. (6) The reactants are Br[C:2]1[CH:3]=[C:4]([C:9]2[N:14]=[C:13]([C:15]3[CH:20]=[CH:19][CH:18]=[CH:17][CH:16]=3)[N:12]=[C:11]([C:21]3[CH:26]=[CH:25][CH:24]=[CH:23][CH:22]=3)[N:10]=2)[CH:5]=[C:6]([Cl:8])[CH:7]=1.[CH:27]1[C:40]2[CH:39]=[C:38](B(O)O)[C:37]3[C:32](=[CH:33][CH:34]=[CH:35][CH:36]=3)[C:31]=2[CH:30]=[CH:29][CH:28]=1.[OH-].[Na+].O1CCCC1. The catalyst is [Pd].C1(P(C2C=CC=CC=2)C2C=CC=CC=2)C=CC=CC=1.C1(P(C2C=CC=CC=2)C2C=CC=CC=2)C=CC=CC=1.C1(P(C2C=CC=CC=2)C2C=CC=CC=2)C=CC=CC=1.C1(P(C2C=CC=CC=2)C2C=CC=CC=2)C=CC=CC=1.O. The product is [Cl:8][C:6]1[CH:5]=[C:4]([C:9]2[N:14]=[C:13]([C:15]3[CH:20]=[CH:19][CH:18]=[CH:17][CH:16]=3)[N:12]=[C:11]([C:21]3[CH:26]=[CH:25][CH:24]=[CH:23][CH:22]=3)[N:10]=2)[CH:3]=[C:2]([C:39]2[C:40]3[C:31]([C:32]4[CH:33]=[CH:34][CH:35]=[CH:36][C:37]=4[CH:38]=2)=[CH:30][CH:29]=[CH:28][CH:27]=3)[CH:7]=1. The yield is 0.920. (7) The reactants are [CH3:1][NH:2][C:3]1[S:4][CH:5]=[C:6]([C:8]([OH:10])=O)[N:7]=1.[NH2:11][C@H:12]([CH3:28])[CH2:13][N:14]1[CH:18]=[CH:17][C:16]([C:19]2[CH:26]=[CH:25][C:22]([C:23]#[N:24])=[C:21]([Cl:27])[CH:20]=2)=[N:15]1. No catalyst specified. The product is [Cl:27][C:21]1[CH:20]=[C:19]([C:16]2[CH:17]=[CH:18][N:14]([CH2:13][C@H:12]([NH:11][C:8]([C:6]3[N:7]=[C:3]([NH:2][CH3:1])[S:4][CH:5]=3)=[O:10])[CH3:28])[N:15]=2)[CH:26]=[CH:25][C:22]=1[C:23]#[N:24]. The yield is 0.0908.